Predict the reactants needed to synthesize the given product. From a dataset of Full USPTO retrosynthesis dataset with 1.9M reactions from patents (1976-2016). (1) Given the product [C:25]([NH:1][C:2]1[CH:7]=[CH:6][C:5]([N:8]2[C:14](=[O:15])[CH2:13][C:12](=[O:16])[NH:11][C:10]3[C:17]4[C:22]([CH:23]=[CH:24][C:9]2=3)=[CH:21][CH:20]=[CH:19][CH:18]=4)=[CH:4][CH:3]=1)(=[O:32])[C:26]1[CH:31]=[CH:30][CH:29]=[CH:28][CH:27]=1, predict the reactants needed to synthesize it. The reactants are: [NH2:1][C:2]1[CH:7]=[CH:6][C:5]([N:8]2[C:14](=[O:15])[CH2:13][C:12](=[O:16])[NH:11][C:10]3[C:17]4[C:22]([CH:23]=[CH:24][C:9]2=3)=[CH:21][CH:20]=[CH:19][CH:18]=4)=[CH:4][CH:3]=1.[C:25](Cl)(=[O:32])[C:26]1[CH:31]=[CH:30][CH:29]=[CH:28][CH:27]=1.C(=O)([O-])O.[Na+]. (2) Given the product [C:21]([O:24][C:25]([N:4]1[C:5]2[CH:10]=[CH:9][CH:8]=[C:7]([CH2:11][OH:12])[C:6]=2[O:1][CH2:2][CH2:3]1)=[O:26])([CH3:23])([CH3:22])[CH3:20], predict the reactants needed to synthesize it. The reactants are: [O:1]1[C:6]2[C:7]([CH2:11][OH:12])=[CH:8][CH:9]=[CH:10][C:5]=2[NH:4][CH2:3][CH2:2]1.CCN(CC)CC.[CH3:20][C:21]([O:24][C:25](O[C:25]([O:24][C:21]([CH3:23])([CH3:22])[CH3:20])=[O:26])=[O:26])([CH3:23])[CH3:22].C([O-])(O)=O.[Na+]. (3) Given the product [CH2:11]([C:9]1[N:8]([C@@H:13]2[C:21]3[C:16](=[CH:17][C:18]([C:22]4[CH:27]=[CH:26][CH:25]=[CH:24][C:23]=4[C:28]4[N:32]([C:33]([C:34]5[CH:39]=[CH:38][CH:37]=[CH:36][CH:35]=5)([C:46]5[CH:47]=[CH:48][CH:49]=[CH:50][CH:51]=5)[C:40]5[CH:41]=[CH:42][CH:43]=[CH:44][CH:45]=5)[N:31]=[N:30][N:29]=4)=[CH:19][CH:20]=3)[CH2:15][CH2:14]2)[C:6]2=[N:7][C:2]([C:54]#[C:53][C:55]3[CH:56]=[N:57][CH:58]=[CH:59][CH:60]=3)=[CH:3][C:4]([CH3:52])=[C:5]2[N:10]=1)[CH3:12], predict the reactants needed to synthesize it. The reactants are: Br[C:2]1[N:7]=[C:6]2[N:8]([C@@H:13]3[C:21]4[C:16](=[CH:17][C:18]([C:22]5[CH:27]=[CH:26][CH:25]=[CH:24][C:23]=5[C:28]5[N:32]([C:33]([C:46]6[CH:51]=[CH:50][CH:49]=[CH:48][CH:47]=6)([C:40]6[CH:45]=[CH:44][CH:43]=[CH:42][CH:41]=6)[C:34]6[CH:39]=[CH:38][CH:37]=[CH:36][CH:35]=6)[N:31]=[N:30][N:29]=5)=[CH:19][CH:20]=4)[CH2:15][CH2:14]3)[C:9]([CH2:11][CH3:12])=[N:10][C:5]2=[C:4]([CH3:52])[CH:3]=1.[C:53]([C:55]1[CH:56]=[N:57][CH:58]=[CH:59][CH:60]=1)#[CH:54].